Dataset: Forward reaction prediction with 1.9M reactions from USPTO patents (1976-2016). Task: Predict the product of the given reaction. (1) Given the reactants [Cl:1][C:2]1[CH:7]=[C:6]([C:8]([F:11])([F:10])[F:9])[CH:5]=[CH:4][C:3]=1[N:12]1[C:21]2[C:16](=[CH:17][C:18]([S:22]([N:25]([CH2:31][C:32]3[CH:37]=[CH:36][C:35]([O:38][CH3:39])=[CH:34][C:33]=3[O:40][CH3:41])[C:26]3[S:30][N:29]=[CH:28][N:27]=3)(=[O:24])=[O:23])=[CH:19][CH:20]=2)[NH:15][CH2:14][CH2:13]1.CN(C=O)C.[H-].[Na+].[C:49](OC(=O)C)(=[O:51])[CH3:50], predict the reaction product. The product is: [C:49]([N:15]1[C:16]2[C:21](=[CH:20][CH:19]=[C:18]([S:22]([N:25]([CH2:31][C:32]3[CH:37]=[CH:36][C:35]([O:38][CH3:39])=[CH:34][C:33]=3[O:40][CH3:41])[C:26]3[S:30][N:29]=[CH:28][N:27]=3)(=[O:24])=[O:23])[CH:17]=2)[N:12]([C:3]2[CH:4]=[CH:5][C:6]([C:8]([F:10])([F:9])[F:11])=[CH:7][C:2]=2[Cl:1])[CH2:13][CH2:14]1)(=[O:51])[CH3:50]. (2) Given the reactants C([O:3][C:4]([C:6]1[S:7][C:8]([C:11]2[CH:16]=[CH:15][N:14]=[C:13]([NH:17][CH:18]3[CH2:23][C:22]([CH3:25])([CH3:24])[NH:21][C:20]([CH3:27])([CH3:26])[CH2:19]3)[N:12]=2)=[CH:9][CH:10]=1)=[O:5])C.[OH-].[Na+].Cl, predict the reaction product. The product is: [CH3:24][C:22]1([CH3:25])[CH2:23][CH:18]([NH:17][C:13]2[N:12]=[C:11]([C:8]3[S:7][C:6]([C:4]([OH:5])=[O:3])=[CH:10][CH:9]=3)[CH:16]=[CH:15][N:14]=2)[CH2:19][C:20]([CH3:27])([CH3:26])[NH:21]1. (3) The product is: [C:20]([O:19][C:17]([N:14]1[CH2:13][CH2:12][N:11]([C:24]([O:26][C:27]([CH3:30])([CH3:29])[CH3:28])=[O:25])[CH:10]2[CH:15]1[CH2:16][NH:8][CH2:9]2)=[O:18])([CH3:23])([CH3:22])[CH3:21]. Given the reactants C([N:8]1[CH2:16][CH:15]2[CH:10]([N:11]([C:24]([O:26][C:27]([CH3:30])([CH3:29])[CH3:28])=[O:25])[CH2:12][CH2:13][N:14]2[C:17]([O:19][C:20]([CH3:23])([CH3:22])[CH3:21])=[O:18])[CH2:9]1)C1C=CC=CC=1.C([O-])=O.[NH4+], predict the reaction product. (4) The product is: [CH3:30][NH:29][C:27]([NH:26][C:23]1[CH:22]=[CH:21][C:20]([C:10]2[N:11]=[C:12]([N:14]3[CH2:15][CH2:16][O:17][CH2:18][CH2:19]3)[N:13]=[C:8]([C:5]3[CH:4]=[CH:3][C:2]([NH:1][C:48]([NH:47][C:44]4[CH:43]=[CH:42][C:41]([C:38]([NH2:39])=[O:40])=[CH:46][CH:45]=4)=[O:56])=[CH:7][CH:6]=3)[N:9]=2)=[CH:25][CH:24]=1)=[O:28]. Given the reactants [NH2:1][C:2]1[CH:7]=[CH:6][C:5]([C:8]2[N:13]=[C:12]([N:14]3[CH2:19][CH2:18][O:17][CH2:16][CH2:15]3)[N:11]=[C:10]([C:20]3[CH:25]=[CH:24][C:23]([NH:26][C:27]([NH:29][CH3:30])=[O:28])=[CH:22][CH:21]=3)[N:9]=2)=[CH:4][CH:3]=1.C(N(CC)CC)C.[C:38]([C:41]1[CH:46]=[CH:45][C:44]([NH:47][C:48](=[O:56])OC2C=CC=CC=2)=[CH:43][CH:42]=1)(=[O:40])[NH2:39], predict the reaction product. (5) Given the reactants Cl[C:2]1[N:7]=[CH:6][N:5]=[C:4]([NH:8][S:9](=[O:16])(=[O:15])[NH:10][CH2:11][CH2:12][O:13][CH3:14])[C:3]=1[O:17][C:18]1[CH:23]=[C:22]([O:24][CH3:25])[CH:21]=[CH:20][C:19]=1[Cl:26].[K].[CH2:28]([OH:31])[CH2:29][OH:30], predict the reaction product. The product is: [Cl:26][C:19]1[CH:20]=[CH:21][C:22]([O:24][CH3:25])=[CH:23][C:18]=1[O:17][C:3]1[C:4]([NH:8][S:9](=[O:16])(=[O:15])[NH:10][CH2:11][CH2:12][O:13][CH3:14])=[N:5][CH:6]=[N:7][C:2]=1[O:30][CH2:29][CH2:28][OH:31]. (6) Given the reactants N([CH2:4][C:5]1[CH:10]=[C:9]([Cl:11])[CH:8]=[CH:7][C:6]=1[C:12]1[N:16]([C:17]([C:30]2[CH:35]=[CH:34][CH:33]=[CH:32][CH:31]=2)([C:24]2[CH:29]=[CH:28][CH:27]=[CH:26][CH:25]=2)[C:18]2[CH:23]=[CH:22][CH:21]=[CH:20][CH:19]=2)[N:15]=[N:14][N:13]=1)=[N+]=[N-].C1C(=O)N([Br:43])C(=O)C1.C(OOC(=O)C1C=CC=CC=1)(=O)C1C=CC=CC=1, predict the reaction product. The product is: [Br:43][CH2:4][C:5]1[CH:10]=[C:9]([Cl:11])[CH:8]=[CH:7][C:6]=1[C:12]1[N:16]([C:17]([C:30]2[CH:35]=[CH:34][CH:33]=[CH:32][CH:31]=2)([C:24]2[CH:29]=[CH:28][CH:27]=[CH:26][CH:25]=2)[C:18]2[CH:23]=[CH:22][CH:21]=[CH:20][CH:19]=2)[N:15]=[N:14][N:13]=1.